From a dataset of Forward reaction prediction with 1.9M reactions from USPTO patents (1976-2016). Predict the product of the given reaction. (1) Given the reactants [N+:1]([C:4]1[CH:9]=[CH:8][C:7]([C:10](=[O:16])[C:11](OCC)=[O:12])=[CH:6][CH:5]=1)([O-:3])=[O:2].[BH4-].[Na+], predict the reaction product. The product is: [N+:1]([C:4]1[CH:5]=[CH:6][C:7]([CH:10]([OH:16])[CH2:11][OH:12])=[CH:8][CH:9]=1)([O-:3])=[O:2]. (2) Given the reactants [CH3:1][Mg+].[Br-].[CH2:4]([CH:6]([C:9]1[C:10]2[N:11]([C:16]([C:20]3[N:24]4[CH:25]=[CH:26][CH:27]=[C:28]([C:29](=[O:31])[CH3:30])[C:23]4=[N:22][C:21]=3[CH3:32])=[C:17]([CH3:19])[N:18]=2)[N:12]=[C:13]([CH3:15])[CH:14]=1)[CH2:7][CH3:8])[CH3:5], predict the reaction product. The product is: [CH2:4]([CH:6]([C:9]1[C:10]2[N:11]([C:16]([C:20]3[N:24]4[CH:25]=[CH:26][CH:27]=[C:28]([C:29]([OH:31])([CH3:1])[CH3:30])[C:23]4=[N:22][C:21]=3[CH3:32])=[C:17]([CH3:19])[N:18]=2)[N:12]=[C:13]([CH3:15])[CH:14]=1)[CH2:7][CH3:8])[CH3:5]. (3) Given the reactants [Cl:1][C:2]1[CH:3]=[CH:4][C:5]2[S:9][C:8]([SH:10])=[N:7][C:6]=2[CH:11]=1.Cl[C:13]1[C:18]([Cl:19])=[CH:17][C:16]([N+:20]([O-:22])=[O:21])=[CH:15][C:14]=1[C:23](=[O:25])[CH3:24].C(C1C=CC=CC=1)(=O)C, predict the reaction product. The product is: [Cl:19][C:18]1[C:13]([S:10][C:8]2[S:9][C:5]3[CH:4]=[CH:3][C:2]([Cl:1])=[CH:11][C:6]=3[N:7]=2)=[C:14]([C:23](=[O:25])[CH3:24])[CH:15]=[C:16]([N+:20]([O-:22])=[O:21])[CH:17]=1. (4) Given the reactants [CH3:1]/[C:2](/N)=[CH:3]\[C:4]#[N:5].Cl.[CH3:8][C:9]1[CH:14]=[CH:13][CH:12]=[CH:11][C:10]=1[NH:15][NH2:16].[OH-].[Na+], predict the reaction product. The product is: [CH3:1][C:2]1[CH:3]=[C:4]([NH2:5])[N:15]([C:10]2[CH:11]=[CH:12][CH:13]=[CH:14][C:9]=2[CH3:8])[N:16]=1. (5) Given the reactants C([N:8]1[C:12]([NH:13][CH:14]2[CH2:23][CH2:22][C:17]3([O:21][CH2:20][CH2:19][O:18]3)[CH2:16][CH2:15]2)=[CH:11][CH:10]=[N:9]1)C1C=CC=CC=1.C(O)(=O)C.C([O-])=O.[NH4+].C(OCC)(=O)C, predict the reaction product. The product is: [O:18]1[C:17]2([CH2:16][CH2:15][CH:14]([NH:13][C:12]3[NH:8][N:9]=[CH:10][CH:11]=3)[CH2:23][CH2:22]2)[O:21][CH2:20][CH2:19]1. (6) Given the reactants [CH3:1][C:2]1[C:3]([N:9]2[CH2:14][CH2:13][N:12]([C:15]([C:17]3[CH:22]=[CH:21][C:20]([N:23]4[C@@H:27]([CH2:28][OH:29])[CH2:26][CH2:25][C:24]4=[O:30])=[CH:19][CH:18]=3)=[O:16])[CH2:11][CH2:10]2)=[N:4][CH:5]=[C:6]([CH3:8])[CH:7]=1.[H-].[Na+].O1CCC[CH2:34]1.S(C1C=CC(C)=CC=1)(OC)(=O)=O, predict the reaction product. The product is: [CH3:1][C:2]1[C:3]([N:9]2[CH2:10][CH2:11][N:12]([C:15]([C:17]3[CH:18]=[CH:19][C:20]([N:23]4[C@@H:27]([CH2:28][O:29][CH3:34])[CH2:26][CH2:25][C:24]4=[O:30])=[CH:21][CH:22]=3)=[O:16])[CH2:13][CH2:14]2)=[N:4][CH:5]=[C:6]([CH3:8])[CH:7]=1. (7) The product is: [C:1]([O:5][C:6](=[O:17])[NH:7][CH2:8][CH:9]1[CH2:10][CH2:11][C:12]([C:15]#[N:16])([CH3:18])[CH2:13][CH2:14]1)([CH3:4])([CH3:2])[CH3:3]. Given the reactants [C:1]([O:5][C:6](=[O:17])[NH:7][CH2:8][CH:9]1[CH2:14][CH2:13][CH:12]([C:15]#[N:16])[CH2:11][CH2:10]1)([CH3:4])([CH3:3])[CH3:2].[CH:18]([N-]C(C)C)(C)C.[Li+].CI, predict the reaction product.